This data is from Forward reaction prediction with 1.9M reactions from USPTO patents (1976-2016). The task is: Predict the product of the given reaction. The product is: [CH3:9][O:8][C:5]1[CH:6]=[CH:7][C:2]([N:16]([C:26]2[CH:27]=[CH:28][C:23]([O:13][CH3:11])=[CH:24][CH:25]=2)[C:17]2[CH:22]=[CH:21][CH:20]=[CH:19][CH:18]=2)=[CH:3][CH:4]=1. Given the reactants Br[C:2]1[CH:7]=[CH:6][C:5]([O:8][CH3:9])=[CH:4][CH:3]=1.C[C:11](C)([O-:13])C.[Na+].[NH2:16][C:17]1[CH:22]=[CH:21][CH:20]=[CH:19][CH:18]=1.[C:23]1(C)[CH:28]=[CH:27][CH:26]=[CH:25][CH:24]=1, predict the reaction product.